The task is: Regression. Given two drug SMILES strings and cell line genomic features, predict the synergy score measuring deviation from expected non-interaction effect.. This data is from NCI-60 drug combinations with 297,098 pairs across 59 cell lines. (1) Drug 2: CCN(CC)CCNC(=O)C1=C(NC(=C1C)C=C2C3=C(C=CC(=C3)F)NC2=O)C. Drug 1: CCC1=C2CN3C(=CC4=C(C3=O)COC(=O)C4(CC)O)C2=NC5=C1C=C(C=C5)O. Synergy scores: CSS=1.47, Synergy_ZIP=-0.0321, Synergy_Bliss=3.24, Synergy_Loewe=1.79, Synergy_HSA=2.02. Cell line: MDA-MB-435. (2) Drug 2: CC=C1C(=O)NC(C(=O)OC2CC(=O)NC(C(=O)NC(CSSCCC=C2)C(=O)N1)C(C)C)C(C)C. Synergy scores: CSS=1.36, Synergy_ZIP=0.298, Synergy_Bliss=-0.984, Synergy_Loewe=-1.04, Synergy_HSA=-1.94. Drug 1: CCCS(=O)(=O)NC1=C(C(=C(C=C1)F)C(=O)C2=CNC3=C2C=C(C=N3)C4=CC=C(C=C4)Cl)F. Cell line: NCI/ADR-RES. (3) Drug 1: CC1=CC2C(CCC3(C2CCC3(C(=O)C)OC(=O)C)C)C4(C1=CC(=O)CC4)C. Drug 2: CC1=C(C(=O)C2=C(C1=O)N3CC4C(C3(C2COC(=O)N)OC)N4)N. Cell line: SK-MEL-5. Synergy scores: CSS=26.5, Synergy_ZIP=-0.746, Synergy_Bliss=-8.35, Synergy_Loewe=-67.8, Synergy_HSA=-15.0. (4) Cell line: NCIH23. Synergy scores: CSS=7.68, Synergy_ZIP=-3.43, Synergy_Bliss=0.995, Synergy_Loewe=-0.687, Synergy_HSA=0.0145. Drug 2: C1=CC=C(C=C1)NC(=O)CCCCCCC(=O)NO. Drug 1: CCC1(CC2CC(C3=C(CCN(C2)C1)C4=CC=CC=C4N3)(C5=C(C=C6C(=C5)C78CCN9C7C(C=CC9)(C(C(C8N6C)(C(=O)OC)O)OC(=O)C)CC)OC)C(=O)OC)O.OS(=O)(=O)O. (5) Drug 1: COC1=C(C=C2C(=C1)N=CN=C2NC3=CC(=C(C=C3)F)Cl)OCCCN4CCOCC4. Drug 2: C1=NC2=C(N=C(N=C2N1C3C(C(C(O3)CO)O)O)F)N. Cell line: SN12C. Synergy scores: CSS=29.3, Synergy_ZIP=-7.29, Synergy_Bliss=3.92, Synergy_Loewe=3.37, Synergy_HSA=4.99. (6) Cell line: OVCAR3. Drug 2: CC1C(C(CC(O1)OC2CC(CC3=C2C(=C4C(=C3O)C(=O)C5=C(C4=O)C(=CC=C5)OC)O)(C(=O)CO)O)N)O.Cl. Drug 1: CCC1=C2CN3C(=CC4=C(C3=O)COC(=O)C4(CC)O)C2=NC5=C1C=C(C=C5)O. Synergy scores: CSS=29.8, Synergy_ZIP=-7.74, Synergy_Bliss=-7.36, Synergy_Loewe=-4.85, Synergy_HSA=-1.91. (7) Drug 1: C(=O)(N)NO. Drug 2: C1C(C(OC1N2C=NC3=C2NC=NCC3O)CO)O. Cell line: UACC-257. Synergy scores: CSS=2.39, Synergy_ZIP=-0.254, Synergy_Bliss=-1.21, Synergy_Loewe=0.808, Synergy_HSA=-0.991.